This data is from Catalyst prediction with 721,799 reactions and 888 catalyst types from USPTO. The task is: Predict which catalyst facilitates the given reaction. (1) Reactant: CCOC(/N=N/C(OCC)=O)=O.C1(P(C2C=CC=CC=2)C2C=CC=CC=2)C=CC=CC=1.[C:32]([O:36][C:37]([N:39]1[CH2:44][CH2:43][CH:42]([CH2:45][OH:46])[CH2:41][CH2:40]1)=[O:38])([CH3:35])([CH3:34])[CH3:33].[CH3:47][O:48][C:49]1[CH:58]=[C:57]2[C:52]([CH:53]=[CH:54][CH:55]=[C:56]2O)=[CH:51][CH:50]=1. Product: [C:32]([O:36][C:37]([N:39]1[CH2:44][CH2:43][CH:42]([CH2:45][O:46][C:56]2[C:57]3[C:52](=[CH:51][CH:50]=[C:49]([O:48][CH3:47])[CH:58]=3)[CH:53]=[CH:54][CH:55]=2)[CH2:41][CH2:40]1)=[O:38])([CH3:35])([CH3:34])[CH3:33]. The catalyst class is: 1. (2) Reactant: [NH:1]1[C:5]2[CH:6]=[CH:7][CH:8]=[CH:9][C:4]=2[N:3]=[C:2]1[C:10]([C:12]1[CH:17]=[CH:16][C:15]([O:18][C:19]2[C:24]([C:25]3[C:26](F)=[N:27][CH:28]=[CH:29][CH:30]=3)=[N:23][CH:22]=[CH:21][N:20]=2)=[CH:14][CH:13]=1)=[O:11].[CH3:32][O:33][C:34]1[CH:41]=[CH:40][C:37]([CH2:38][OH:39])=[CH:36][CH:35]=1.CC(C)([O-])C.[K+].CC(O)(C)C. Product: [NH:1]1[C:5]2[CH:6]=[CH:7][CH:8]=[CH:9][C:4]=2[N:3]=[C:2]1[C:10]([C:12]1[CH:17]=[CH:16][C:15]([O:18][C:19]2[C:24]([C:25]3[C:26]([O:39][CH2:38][C:37]4[CH:40]=[CH:41][C:34]([O:33][CH3:32])=[CH:35][CH:36]=4)=[N:27][CH:28]=[CH:29][CH:30]=3)=[N:23][CH:22]=[CH:21][N:20]=2)=[CH:14][CH:13]=1)=[O:11]. The catalyst class is: 308.